This data is from Catalyst prediction with 721,799 reactions and 888 catalyst types from USPTO. The task is: Predict which catalyst facilitates the given reaction. (1) Reactant: [Br:1][C:2]1[C:3](=[O:10])[N:4]([CH3:9])[C:5](Cl)=[N:6][CH:7]=1.[Br-].[CH:12]1([CH2:18][Zn+])[CH2:17][CH2:16][CH2:15][CH2:14][CH2:13]1. Product: [Br:1][C:2]1[C:3](=[O:10])[N:4]([CH3:9])[C:5]([CH2:18][CH:12]2[CH2:17][CH2:16][CH2:15][CH2:14][CH2:13]2)=[N:6][CH:7]=1. The catalyst class is: 516. (2) Reactant: [Cl:1][C:2]1[CH:7]=[CH:6][N:5]=[C:4]([N:8]2[CH2:19][CH2:18][C:17]3[C:16]4[CH2:15][C:14]([CH3:21])([CH3:20])[CH2:13][C:12]=4[S:11][C:10]=3[C:9]2=[O:22])[C:3]=1[CH:23]=[O:24].[BH4-].[Na+]. Product: [Cl:1][C:2]1[CH:7]=[CH:6][N:5]=[C:4]([N:8]2[CH2:19][CH2:18][C:17]3[C:16]4[CH2:15][C:14]([CH3:20])([CH3:21])[CH2:13][C:12]=4[S:11][C:10]=3[C:9]2=[O:22])[C:3]=1[CH2:23][OH:24]. The catalyst class is: 5. (3) Reactant: CS(O[CH2:6][CH2:7][C@@H:8]1[CH2:13][N:12]([C:14]([O:16][CH2:17][C:18]2[CH:23]=[CH:22][CH:21]=[CH:20][CH:19]=2)=[O:15])[CH2:11][CH2:10][N:9]1[C:24]([O:26][C:27]([CH3:30])([CH3:29])[CH3:28])=[O:25])(=O)=O.[NH:31]1[C:39]2[C:34](=[CH:35][CH:36]=[CH:37][CH:38]=2)[CH:33]=[N:32]1.C(=O)([O-])[O-].[K+].[K+].CN(C=O)C. Product: [N:31]1([CH2:6][CH2:7][C@@H:8]2[CH2:13][N:12]([C:14]([O:16][CH2:17][C:18]3[CH:23]=[CH:22][CH:21]=[CH:20][CH:19]=3)=[O:15])[CH2:11][CH2:10][N:9]2[C:24]([O:26][C:27]([CH3:28])([CH3:30])[CH3:29])=[O:25])[C:39]2[C:34](=[CH:35][CH:36]=[CH:37][CH:38]=2)[CH:33]=[N:32]1. The catalyst class is: 6. (4) Reactant: [F:1][C:2]1[CH:3]=[CH:4][C:5]([NH:8][NH2:9])=[N:6][CH:7]=1.[C:10](O)(=[O:14])[CH:11]([CH3:13])[CH3:12].C1C=C2N=NN(O)C2=CC=1.O.CCN=C=NCCCN(C)C.Cl.Cl.C(=O)(O)[O-].[Na+]. Product: [F:1][C:2]1[CH:3]=[CH:4][C:5]([NH:8][NH:9][C:10](=[O:14])[CH:11]([CH3:13])[CH3:12])=[N:6][CH:7]=1. The catalyst class is: 2. (5) Reactant: [N:1]1[N:2]([C:6]2[CH:33]=[CH:32][CH:31]=[CH:30][C:7]=2[C:8]([N:10]2[C@H:15]([CH3:16])[CH2:14][CH2:13][C@@H:12]([O:17][C:18]3[N:27]=[CH:26][CH:25]=[C:24]([CH2:28][CH3:29])[C:19]=3[C:20](OC)=[O:21])[CH2:11]2)=[O:9])[N:3]=[CH:4][CH:5]=1.[BH4-].[Li+]. Product: [CH2:28]([C:24]1[CH:25]=[CH:26][N:27]=[C:18]([O:17][C@@H:12]2[CH2:13][CH2:14][C@@H:15]([CH3:16])[N:10]([C:8]([C:7]3[CH:30]=[CH:31][CH:32]=[CH:33][C:6]=3[N:2]3[N:3]=[CH:4][CH:5]=[N:1]3)=[O:9])[CH2:11]2)[C:19]=1[CH2:20][OH:21])[CH3:29]. The catalyst class is: 1.